From a dataset of Catalyst prediction with 721,799 reactions and 888 catalyst types from USPTO. Predict which catalyst facilitates the given reaction. (1) Reactant: [CH3:1][CH:2]([CH3:39])[CH2:3][C@@H:4]([NH:31]C(=O)OC(C)(C)C)[C:5](=[O:30])[NH:6][CH:7]1[CH2:16][C:15]2[C:10](=[C:11]([N:17]3[CH2:21][CH2:20][CH2:19][C:18]3=[O:22])[CH:12]=[CH:13][CH:14]=2)[N:9]([CH2:23][C:24]2[CH:28]=[CH:27][S:26][CH:25]=2)[C:8]1=[O:29].[C:40]([O:44][C:45]([NH:47][C:48]([CH3:53])([CH3:52])[C:49]([OH:51])=O)=[O:46])([CH3:43])([CH3:42])[CH3:41].ON1C2C=CC=CC=2N=N1.Cl.C(N=C=NCCCN(C)C)C.[Cl-].[Na+]. Product: [CH3:52][C:48]([NH:47][C:45](=[O:46])[O:44][C:40]([CH3:41])([CH3:42])[CH3:43])([CH3:53])[C:49]([NH:31][C@H:4]([CH2:3][CH:2]([CH3:39])[CH3:1])[C:5](=[O:30])[NH:6][CH:7]1[CH2:16][C:15]2[C:10](=[C:11]([N:17]3[CH2:21][CH2:20][CH2:19][C:18]3=[O:22])[CH:12]=[CH:13][CH:14]=2)[N:9]([CH2:23][C:24]2[CH:28]=[CH:27][S:26][CH:25]=2)[C:8]1=[O:29])=[O:51]. The catalyst class is: 7. (2) Reactant: [N:1]([CH:4]([C:25]1[O:29][C:28]([CH2:30][N:31]([CH3:33])[CH3:32])=[CH:27][CH:26]=1)[CH2:5][C:6]1[C:15]([O:16][CH2:17][C:18]2[CH:23]=[CH:22][CH:21]=[CH:20][CH:19]=2)=[C:14]2[C:9]([CH:10]=[CH:11][CH:12]=[N:13]2)=[C:8]([Cl:24])[CH:7]=1)=[N+]=[N-].C1(P(C2C=CC=CC=2)C2C=CC=CC=2)C=CC=CC=1. Product: [CH2:17]([O:16][C:15]1[C:6]([CH2:5][CH:4]([C:25]2[O:29][C:28]([CH2:30][N:31]([CH3:32])[CH3:33])=[CH:27][CH:26]=2)[NH2:1])=[CH:7][C:8]([Cl:24])=[C:9]2[C:14]=1[N:13]=[CH:12][CH:11]=[CH:10]2)[C:18]1[CH:23]=[CH:22][CH:21]=[CH:20][CH:19]=1. The catalyst class is: 253. (3) Product: [CH3:1][O:2][C:3](=[O:17])[CH2:4][CH2:5][CH2:6][CH2:7][CH2:8][CH:9]([OH:10])[C:13]([OH:14])=[O:12]. The catalyst class is: 15. Reactant: [CH3:1][O:2][C:3](=[O:17])[CH2:4][CH2:5][CH2:6][CH2:7][CH2:8][CH:9]1[C:13](=[O:14])[O:12]C(C)(C)[O:10]1. (4) Reactant: Br[C:2]1[C:3]2[N:4]([N:10]=[C:11]([C:13]([F:16])([F:15])[F:14])[CH:12]=2)[C:5]([O:8][CH3:9])=[CH:6][CH:7]=1.[B:17]1([B:17]2[O:21][C:20]([CH3:23])([CH3:22])[C:19]([CH3:25])([CH3:24])[O:18]2)[O:21][C:20]([CH3:23])([CH3:22])[C:19]([CH3:25])([CH3:24])[O:18]1.C(C(CCCC)C([O-])=O)C.[K+]. Product: [CH3:9][O:8][C:5]1[N:4]2[N:10]=[C:11]([C:13]([F:16])([F:15])[F:14])[CH:12]=[C:3]2[C:2]([B:17]2[O:21][C:20]([CH3:23])([CH3:22])[C:19]([CH3:25])([CH3:24])[O:18]2)=[CH:7][CH:6]=1. The catalyst class is: 12. (5) Reactant: O.[NH2:2][NH2:3].[CH2:4]([O:6][C:7](=[O:21])[C:8](=O)[CH2:9][C:10](=O)[CH2:11][O:12][C:13]1[CH:18]=[CH:17][CH:16]=[CH:15][CH:14]=1)[CH3:5]. Product: [CH2:4]([O:6][C:7]([C:8]1[CH:9]=[C:10]([CH2:11][O:12][C:13]2[CH:18]=[CH:17][CH:16]=[CH:15][CH:14]=2)[NH:3][N:2]=1)=[O:21])[CH3:5]. The catalyst class is: 14. (6) Reactant: [Si:1]([O:18][CH2:19][C:20]1[C:21]([F:30])=[N:22][C:23]([F:29])=[C:24]([CH:28]=1)[C:25]([OH:27])=O)([C:14]([CH3:17])([CH3:16])[CH3:15])([C:8]1[CH:13]=[CH:12][CH:11]=[CH:10][CH:9]=1)[C:2]1[CH:7]=[CH:6][CH:5]=[CH:4][CH:3]=1.[C:31]([NH:34][NH2:35])(=[O:33])[CH3:32].CCN(C(C)C)C(C)C. Product: [C:31]([NH:34][NH:35][C:25](=[O:27])[C:24]1[CH:28]=[C:20]([CH2:19][O:18][Si:1]([C:14]([CH3:17])([CH3:15])[CH3:16])([C:8]2[CH:13]=[CH:12][CH:11]=[CH:10][CH:9]=2)[C:2]2[CH:3]=[CH:4][CH:5]=[CH:6][CH:7]=2)[C:21]([F:30])=[N:22][C:23]=1[F:29])(=[O:33])[CH3:32]. The catalyst class is: 820. (7) Reactant: [CH2:1]([N:3]1[C:9]2[N:10]=[CH:11][C:12]([CH2:14][CH2:15][O:16][C:17]3[C:26]4[C:21](=[CH:22][CH:23]=[CH:24][CH:25]=4)[N+:20]([O-:27])=[CH:19][CH:18]=3)=[CH:13][C:8]=2[C:7](=[O:28])[N:6]([CH3:29])[C:5]2[CH:30]=[CH:31][CH:32]=[N:33][C:4]1=2)[CH3:2].Cl. Product: [OH2:16].[OH2:16].[CH2:1]([N:3]1[C:9]2[N:10]=[CH:11][C:12]([CH2:14][CH2:15][O:16][C:17]3[C:26]4[C:21](=[CH:22][CH:23]=[CH:24][CH:25]=4)[N+:20]([O-:27])=[CH:19][CH:18]=3)=[CH:13][C:8]=2[C:7](=[O:28])[N:6]([CH3:29])[C:5]2[CH:30]=[CH:31][CH:32]=[N:33][C:4]1=2)[CH3:2]. The catalyst class is: 23. (8) Reactant: Cl[C:2]([O:4][C:5]1[CH:10]=[CH:9][C:8]([N+:11]([O-:13])=[O:12])=[CH:7][CH:6]=1)=[O:3].[CH2:14]([O:21][P:22]([O:32][CH2:33][CH2:34][OH:35])([O:24][CH2:25][C:26]1[CH:31]=[CH:30][CH:29]=[CH:28][CH:27]=1)=[O:23])[C:15]1[CH:20]=[CH:19][CH:18]=[CH:17][CH:16]=1.C(N(CC)CC)C. Product: [C:2](=[O:3])([O:4][C:5]1[CH:6]=[CH:7][C:8]([N+:11]([O-:13])=[O:12])=[CH:9][CH:10]=1)[O:35][CH2:34][CH2:33][O:32][P:22]([O:21][CH2:14][C:15]1[CH:20]=[CH:19][CH:18]=[CH:17][CH:16]=1)([O:24][CH2:25][C:26]1[CH:31]=[CH:30][CH:29]=[CH:28][CH:27]=1)=[O:23]. The catalyst class is: 4.